This data is from NCI-60 drug combinations with 297,098 pairs across 59 cell lines. The task is: Regression. Given two drug SMILES strings and cell line genomic features, predict the synergy score measuring deviation from expected non-interaction effect. (1) Drug 1: CN1C2=C(C=C(C=C2)N(CCCl)CCCl)N=C1CCCC(=O)O.Cl. Drug 2: CC1C(C(CC(O1)OC2CC(CC3=C2C(=C4C(=C3O)C(=O)C5=C(C4=O)C(=CC=C5)OC)O)(C(=O)CO)O)N)O.Cl. Cell line: SW-620. Synergy scores: CSS=30.5, Synergy_ZIP=-1.01, Synergy_Bliss=-6.26, Synergy_Loewe=-27.9, Synergy_HSA=-9.29. (2) Drug 1: CS(=O)(=O)OCCCCOS(=O)(=O)C. Drug 2: CC(C)(C#N)C1=CC(=CC(=C1)CN2C=NC=N2)C(C)(C)C#N. Cell line: HCT116. Synergy scores: CSS=12.9, Synergy_ZIP=0.107, Synergy_Bliss=8.76, Synergy_Loewe=3.96, Synergy_HSA=3.69.